Dataset: Forward reaction prediction with 1.9M reactions from USPTO patents (1976-2016). Task: Predict the product of the given reaction. (1) Given the reactants O[CH:2]([C:4]1[CH:5]=[C:6]([C:22]([NH:24][CH2:25][C:26]2[CH:31]=[CH:30][C:29]([S:32]([CH3:35])(=[O:34])=[O:33])=[CH:28][CH:27]=2)=[O:23])[C:7](=[O:21])[N:8]([C:11]2[CH:16]=[CH:15][CH:14]=[C:13]([C:17]([F:20])([F:19])[F:18])[CH:12]=2)[C:9]=1[CH3:10])[CH3:3].S(Cl)(Cl)=O.[O-][C:41]#[N:42].[K+], predict the reaction product. The product is: [C:41]([CH:2]([C:4]1[CH:5]=[C:6]([C:22]([NH:24][CH2:25][C:26]2[CH:27]=[CH:28][C:29]([S:32]([CH3:35])(=[O:33])=[O:34])=[CH:30][CH:31]=2)=[O:23])[C:7](=[O:21])[N:8]([C:11]2[CH:16]=[CH:15][CH:14]=[C:13]([C:17]([F:18])([F:19])[F:20])[CH:12]=2)[C:9]=1[CH3:10])[CH3:3])#[N:42]. (2) Given the reactants [Cl:1][C:2]1[CH:7]=[C:6]([S:8]([C:11]2[S:15][C:14]([CH2:16][N:17](C)[C:18](=O)OC(C)(C)C)=[N:13][C:12]=2[C:26]2[C:27]([F:32])=[N:28][CH:29]=[CH:30][CH:31]=2)(=[O:10])=[O:9])[CH:5]=[CH:4][N:3]=1.C(OCC)(=O)C.C(OCC)(=O)C.Cl, predict the reaction product. The product is: [ClH:1].[Cl:1][C:2]1[CH:7]=[C:6]([S:8]([C:11]2[S:15][C:14]([CH2:16][NH:17][CH3:18])=[N:13][C:12]=2[C:26]2[C:27]([F:32])=[N:28][CH:29]=[CH:30][CH:31]=2)(=[O:9])=[O:10])[CH:5]=[CH:4][N:3]=1. (3) The product is: [C:1]([C:5]1[CH:6]=[CH:7][C:8]([CH3:20])=[C:9]([NH:11][C:12]([NH:21][C:22]2[C:31]3[C:26](=[CH:27][CH:28]=[CH:29][CH:30]=3)[C:25]([C:32]3[CH:33]=[N:34][C:35]([CH2:38][N:39]4[CH2:40][CH2:41][O:42][CH2:43][CH2:44]4)=[CH:36][CH:37]=3)=[CH:24][CH:23]=2)=[O:14])[CH:10]=1)([CH3:2])([CH3:3])[CH3:4]. Given the reactants [C:1]([C:5]1[CH:6]=[CH:7][C:8]([CH3:20])=[C:9]([NH:11][C:12]([O:14]CC(Cl)(Cl)Cl)=O)[CH:10]=1)([CH3:4])([CH3:3])[CH3:2].[NH2:21][C:22]1[C:31]2[C:26](=[CH:27][CH:28]=[CH:29][CH:30]=2)[C:25]([C:32]2[CH:33]=[N:34][C:35]([CH2:38][N:39]3[CH2:44][CH2:43][O:42][CH2:41][CH2:40]3)=[CH:36][CH:37]=2)=[CH:24][CH:23]=1.C(N(C(C)C)CC)(C)C.CS(C)=O, predict the reaction product. (4) Given the reactants [CH:1]1[CH:2]=[CH:3][C:4]2[N:15]([C:16]([NH2:18])=[O:17])[C:14]3[CH:13]=[CH:12][CH:11]=[CH:10][C:9]=3[CH:8]=[CH:7][C:5]=2[CH:6]=1.[C:19]([OH:22])(=[O:21])[CH3:20], predict the reaction product. The product is: [CH:11]1[CH:12]=[CH:13][C:14]2[N:15]([C:16]([NH2:18])=[O:17])[C:4]3[CH:3]=[CH:2][CH:1]=[CH:6][C:5]=3[CH:7]=[CH:8][C:9]=2[CH:10]=1.[C:19]([OH:22])(=[O:21])[CH3:20]. (5) Given the reactants [CH3:1][O:2][CH2:3][CH2:4][CH2:5][NH:6][C:7]1[C:17]([N+:18]([O-])=O)=[CH:16][C:10]([C:11]([O:13][CH2:14][CH3:15])=[O:12])=[CH:9][N:8]=1.S(S([O-])=O)([O-])=O.[Na+].[Na+], predict the reaction product. The product is: [NH2:18][C:17]1[C:7]([NH:6][CH2:5][CH2:4][CH2:3][O:2][CH3:1])=[N:8][CH:9]=[C:10]([CH:16]=1)[C:11]([O:13][CH2:14][CH3:15])=[O:12]. (6) Given the reactants [Br:1][C:2]1[C:3]([C:10](OCC)=[O:11])=[N:4][N:5]([CH:7]([F:9])[F:8])[CH:6]=1.[BH4-].[Na+], predict the reaction product. The product is: [Br:1][C:2]1[C:3]([CH2:10][OH:11])=[N:4][N:5]([CH:7]([F:8])[F:9])[CH:6]=1. (7) Given the reactants [NH2:1][C:2]1[CH:9]=[C:8]([Cl:10])[CH:7]=[CH:6][C:3]=1C#N.Cl.[NH2:12][OH:13].[C:14](=[O:17])(O)[O-].[Na+], predict the reaction product. The product is: [NH2:1][C:2]1[CH:9]=[C:8]([Cl:10])[CH:7]=[CH:6][C:3]=1[C:14]([NH:12][OH:13])=[O:17]. (8) Given the reactants [OH:1][C:2]1[C:10]([OH:11])=[CH:9][CH:8]=[CH:7][C:3]=1[C:4]([OH:6])=[O:5].S(=O)(=O)(O)O.[CH3:17]O, predict the reaction product. The product is: [CH3:17][O:5][C:4](=[O:6])[C:3]1[CH:7]=[CH:8][CH:9]=[C:10]([OH:11])[C:2]=1[OH:1]. (9) Given the reactants C(O[C:5](=[O:7])[CH3:6])(=O)C.[Br:8][C:9]1[CH:10]=[CH:11][C:12]([NH2:15])=[N:13][CH:14]=1.CC(C)([O-])C.[K+], predict the reaction product. The product is: [Br:8][C:9]1[CH:10]=[CH:11][C:12]([NH:15][C:5](=[O:7])[CH3:6])=[N:13][CH:14]=1.